Task: Predict the reactants needed to synthesize the given product.. Dataset: Full USPTO retrosynthesis dataset with 1.9M reactions from patents (1976-2016) (1) Given the product [ClH:14].[N:19]12[CH2:24][CH2:23][CH:22]([CH2:21][CH2:20]1)[C@@H:17]([NH:16][C:10]([C:8]1[S:9][C:5]3[CH:4]=[CH:3][C:2]([Br:1])=[CH:13][C:6]=3[CH:7]=1)=[O:12])[CH2:18]2, predict the reactants needed to synthesize it. The reactants are: [Br:1][C:2]1[CH:3]=[CH:4][C:5]2[S:9][C:8]([C:10]([OH:12])=O)=[CH:7][C:6]=2[CH:13]=1.[ClH:14].Cl.[NH2:16][C@@H:17]1[CH:22]2[CH2:23][CH2:24][N:19]([CH2:20][CH2:21]2)[CH2:18]1.CN(C(ON1N=NC2C=CC=NC1=2)=[N+](C)C)C.F[P-](F)(F)(F)(F)F.C(N(CC)C(C)C)(C)C. (2) Given the product [OH:1][CH2:2][CH2:3][N:4]1[C:8]([NH:9][C:10]([C:11]2[CH:16]=[CH:15][CH:14]=[CH:13][CH:12]=2)([C:23]2[CH:24]=[CH:25][CH:26]=[CH:27][CH:28]=2)[C:17]2[CH:18]=[CH:19][CH:20]=[CH:21][CH:22]=2)=[C:7]([NH:29][C:30]([NH:39][CH:40]([CH2:50][NH:51][C:52](=[O:58])[O:53][C:54]([CH3:57])([CH3:56])[CH3:55])[CH2:41][NH:42][C:43](=[O:49])[O:44][C:45]([CH3:48])([CH3:47])[CH3:46])=[O:31])[CH:6]=[N:5]1, predict the reactants needed to synthesize it. The reactants are: [OH:1][CH2:2][CH2:3][N:4]1[C:8]([NH:9][C:10]([C:23]2[CH:28]=[CH:27][CH:26]=[CH:25][CH:24]=2)([C:17]2[CH:22]=[CH:21][CH:20]=[CH:19][CH:18]=2)[C:11]2[CH:16]=[CH:15][CH:14]=[CH:13][CH:12]=2)=[C:7]([NH:29][C:30](=O)[O:31]C2C=CC=CC=2)[CH:6]=[N:5]1.[NH2:39][CH:40]([CH2:50][NH:51][C:52](=[O:58])[O:53][C:54]([CH3:57])([CH3:56])[CH3:55])[CH2:41][NH:42][C:43](=[O:49])[O:44][C:45]([CH3:48])([CH3:47])[CH3:46].C(N(CC)CC)C.O. (3) Given the product [F:1][C:2]1[CH:3]=[C:4]([S:8]([C:11]2[CH:16]=[CH:15][C:14]3[C:17]4[CH2:28][CH2:27][NH:26][C:20]5([CH2:25][CH2:24][O:22][CH:21]5[CH3:30])[C:18]=4[O:19][C:13]=3[CH:12]=2)(=[O:9])=[O:10])[CH:5]=[CH:6][CH:7]=1, predict the reactants needed to synthesize it. The reactants are: [F:1][C:2]1[CH:3]=[C:4]([S:8]([C:11]2[CH:16]=[CH:15][C:14]3[C:17]4[CH2:28][CH2:27][NH:26][C:20]5([CH2:25][CH2:24]C[O:22][CH2:21]5)[C:18]=4[O:19][C:13]=3[CH:12]=2)(=[O:10])=[O:9])[CH:5]=[CH:6][CH:7]=1.F[C:30]1C=C(S)C=CC=1.IC1C=CC2C3CCNC4(CCOC4C)C=3OC=2C=1. (4) Given the product [NH2:13][C:3]1[C:2]([Br:1])=[C:6]([C:7]2[CH:12]=[CH:11][CH:10]=[CH:9][CH:8]=2)[N:5]([CH2:21][C:22]([N:24]2[CH2:25][CH2:26][N:27]([C:30]3[CH:35]=[CH:34][C:33]([Cl:36])=[CH:32][CH:31]=3)[CH2:28][CH2:29]2)=[O:23])[N:4]=1, predict the reactants needed to synthesize it. The reactants are: [Br:1][C:2]1[C:3]([NH2:13])=[N:4][NH:5][C:6]=1[C:7]1[CH:12]=[CH:11][CH:10]=[CH:9][CH:8]=1.C([O-])([O-])=O.[K+].[K+].Cl[CH2:21][C:22]([N:24]1[CH2:29][CH2:28][N:27]([C:30]2[CH:35]=[CH:34][C:33]([Cl:36])=[CH:32][CH:31]=2)[CH2:26][CH2:25]1)=[O:23].CN(C=O)C. (5) Given the product [C:15]([C:19]1[N:23]([CH2:24][CH:25]2[CH2:30][CH2:29][O:28][CH2:27][CH2:26]2)[C:22]2[CH:31]=[CH:32][C:33]([S:35]([N:38]3[CH:42]=[C:41]([C:43]([NH:5][CH:1]4[CH2:4][CH2:3][CH2:2]4)=[O:44])[CH:40]=[N:39]3)(=[O:37])=[O:36])=[CH:34][C:21]=2[N:20]=1)([CH3:18])([CH3:16])[CH3:17], predict the reactants needed to synthesize it. The reactants are: [CH:1]1([NH2:5])[CH2:4][CH2:3][CH2:2]1.CCN(C(C)C)C(C)C.[C:15]([C:19]1[N:23]([CH2:24][CH:25]2[CH2:30][CH2:29][O:28][CH2:27][CH2:26]2)[C:22]2[CH:31]=[CH:32][C:33]([S:35]([N:38]3[CH:42]=[C:41]([C:43](O)=[O:44])[CH:40]=[N:39]3)(=[O:37])=[O:36])=[CH:34][C:21]=2[N:20]=1)([CH3:18])([CH3:17])[CH3:16].CN(C(ON1N=NC2C=CC=NC1=2)=[N+](C)C)C.F[P-](F)(F)(F)(F)F.